This data is from Catalyst prediction with 721,799 reactions and 888 catalyst types from USPTO. The task is: Predict which catalyst facilitates the given reaction. (1) Reactant: [S:1]([C:5]1[CH:11]=[CH:10][C:8]([CH3:9])=[CH:7][CH:6]=1)([O-:4])(=[O:3])=[O:2].[Cl:12][C:13]1[CH:14]=[CH:15][C:16]2[N:25]([C:26]([C:28]3[CH:40]=[CH:39][C:31]([CH2:32][NH:33][C:34]([CH:36]4[CH2:38][CH2:37]4)=[O:35])=[C:30]([F:41])[CH:29]=3)=[O:27])[CH2:24][C:23]3[CH:22]=[N:21][N:20]([CH3:42])[C:19]=3[NH:18][C:17]=2[CH:43]=1.C1(C)C=CC(S(O)(=O)=O)=CC=1. Product: [C:8]1([CH3:9])[CH:7]=[CH:6][C:5]([S:1]([OH:4])(=[O:2])=[O:3])=[CH:11][CH:10]=1.[Cl:12][C:13]1[CH:14]=[CH:15][C:16]2[N:25]([C:26]([C:28]3[CH:40]=[CH:39][C:31]([CH2:32][NH:33][C:34]([CH:36]4[CH2:37][CH2:38]4)=[O:35])=[C:30]([F:41])[CH:29]=3)=[O:27])[CH2:24][C:23]3[CH:22]=[N:21][N:20]([CH3:42])[C:19]=3[NH:18][C:17]=2[CH:43]=1. The catalyst class is: 5. (2) Reactant: [N:1]1([CH2:7][CH2:8][N:9]([C:17]([O:19][CH:20]([CH3:22])[CH3:21])=[O:18])[O:10]C(OC(C)C)=O)[CH2:6][CH2:5][CH2:4][CH2:3][CH2:2]1.CN.C(O)C. Product: [N:1]1([CH2:7][CH2:8][N:9]([C:17]([O:19][CH:20]([CH3:22])[CH3:21])=[O:18])[OH:10])[CH2:2][CH2:3][CH2:4][CH2:5][CH2:6]1. The catalyst class is: 5. (3) Product: [Br:11][C:9]1[CH:10]=[C:5]([CH:6]=[C:7]([Br:13])[C:8]=1[OH:12])[CH2:4][C@H:3]([C:14]([OH:16])=[O:15])[NH:2][C:17]([NH:19][CH2:20][CH2:21][C:22]1[CH:27]=[CH:26][CH:25]=[C:24]([O:28][CH3:29])[CH:23]=1)=[O:18]. Reactant: C[N:2]([C:17]([NH:19][CH2:20][CH2:21][C:22]1[CH:27]=[CH:26][CH:25]=[C:24]([O:28][CH3:29])[CH:23]=1)=[O:18])[C@@H:3]([C:14]([OH:16])=[O:15])[CH2:4][C:5]1[CH:10]=[C:9]([Br:11])[C:8]([OH:12])=[C:7]([Br:13])[CH:6]=1.[OH-].[Li+]. The catalyst class is: 6. (4) Reactant: [Cr](Cl)([O-])(=O)=O.[NH+]1C=CC=CC=1.[F:12][C:13]([F:25])([F:24])[C:14]1[CH:19]=[CH:18][C:17]([CH2:20][CH2:21][CH2:22][OH:23])=[CH:16][CH:15]=1. Product: [F:12][C:13]([F:24])([F:25])[C:14]1[CH:15]=[CH:16][C:17]([CH2:20][CH2:21][CH:22]=[O:23])=[CH:18][CH:19]=1. The catalyst class is: 2. (5) Reactant: Cl[C:2]1[CH:7]=[C:6]([C:8]2[CH:9]=[N:10][CH:11]=[CH:12][CH:13]=2)[N:5]=[C:4]([C:14]2[CH:19]=[CH:18][CH:17]=[CH:16][N:15]=2)[N:3]=1.[NH:20]1[C:28]2[C:23](=[C:24]([CH2:29][NH2:30])[CH:25]=[CH:26][CH:27]=2)[CH:22]=[CH:21]1.C([O-])([O-])=O.[K+].[K+]. Product: [NH:20]1[C:28]2[C:23](=[C:24]([CH2:29][NH:30][C:2]3[CH:7]=[C:6]([C:8]4[CH:9]=[N:10][CH:11]=[CH:12][CH:13]=4)[N:5]=[C:4]([C:14]4[CH:19]=[CH:18][CH:17]=[CH:16][N:15]=4)[N:3]=3)[CH:25]=[CH:26][CH:27]=2)[CH:22]=[CH:21]1. The catalyst class is: 37. (6) Product: [CH3:6][C:5]1[CH2:7][CH2:8][C:3](=[C:14]([CH3:16])[CH3:15])[C:2](=[O:1])[CH:4]=1. Reactant: [O:1]=[C:2]([CH:4]=[C:5]([CH3:7])[CH3:6])[CH3:3].[C:8](=O)([O-])[O-].[K+].[K+].[CH:14]([C:16](C)=O)=[CH2:15]. The catalyst class is: 572. (7) Reactant: [Cl:1][C:2]1[CH:3]=[C:4]([NH:9][C:10]2[N:15]=[C:14]([NH:16][CH2:17][CH2:18][CH2:19][O:20][CH3:21])[C:13]([C:22](=[S:24])[NH2:23])=[CH:12][N:11]=2)[CH:5]=[CH:6][C:7]=1[F:8].Br.Br[CH2:27][C:28]([C:30]1[CH:35]=[CH:34][N:33]=[CH:32][CH:31]=1)=O. Product: [Cl:1][C:2]1[CH:3]=[C:4]([NH:9][C:10]2[N:15]=[C:14]([NH:16][CH2:17][CH2:18][CH2:19][O:20][CH3:21])[C:13]([C:22]3[S:24][CH:27]=[C:28]([C:30]4[CH:35]=[CH:34][N:33]=[CH:32][CH:31]=4)[N:23]=3)=[CH:12][N:11]=2)[CH:5]=[CH:6][C:7]=1[F:8]. The catalyst class is: 3. (8) Product: [Cl:1][C:2]1[CH:14]=[CH:13][C:5]2[NH:6][C:7]([S:9][C:12]3[CH:24]=[CH:25][CH:26]=[C:27]4[C:22]=3[NH:21][CH:20]=[CH:19][C:18]4=[O:17])=[N:8][C:4]=2[C:3]=1[C:15]#[N:16]. The catalyst class is: 15. Reactant: [Cl:1][C:2]1[CH:14]=[CH:13][C:5]2[NH:6][C:7]([S:9]([CH3:12])(=O)=O)=[N:8][C:4]=2[C:3]=1[C:15]#[N:16].[O:17]=[C:18]1[C:27]2[C:22](=C([S-])[CH:24]=[CH:25][CH:26]=2)[NH:21][CH:20]=[CH:19]1.[Na+].C(O)(C)C.